From a dataset of Forward reaction prediction with 1.9M reactions from USPTO patents (1976-2016). Predict the product of the given reaction. Given the reactants C1(C)C=CC=CC=1.[C:8]([N:10]1[CH2:15][CH2:14][CH:13]([NH:16][S:17]([C:20]([CH3:23])([CH3:22])[CH3:21])(=[O:19])=[O:18])[CH2:12][CH2:11]1)#[N:9].[C:24]1([C:30]2[CH:35]=[CH:34][C:33](N)=[C:32]([NH2:37])[CH:31]=2)[CH:29]=[CH:28][CH:27]=[CH:26][CH:25]=1.[O-]S(C(F)(F)F)(=O)=O.[Yb+3].[O-]S(C(F)(F)F)(=O)=O.[O-]S(C(F)(F)F)(=O)=O, predict the reaction product. The product is: [C:20]([S:17]([NH:16][CH:13]1[CH2:12][CH2:11][N:10]([C:8]2[NH:37][C:32]3[CH:31]=[C:30]([C:24]4[CH:25]=[CH:26][CH:27]=[CH:28][CH:29]=4)[CH:35]=[CH:34][C:33]=3[N:9]=2)[CH2:15][CH2:14]1)(=[O:19])=[O:18])([CH3:23])([CH3:22])[CH3:21].